Predict the reactants needed to synthesize the given product. From a dataset of Full USPTO retrosynthesis dataset with 1.9M reactions from patents (1976-2016). Given the product [CH2:1]([O:8][C:9]1[CH:18]=[CH:17][CH:16]=[C:15]2[C:10]=1[CH2:11][CH2:12][CH2:13][C@@H:14]2[C:19]([O-:21])=[O:20])[C:2]1[CH:3]=[CH:4][CH:5]=[CH:6][CH:7]=1.[C:22]1([C@H:28]([NH3+:30])[CH3:29])[CH:27]=[CH:26][CH:25]=[CH:24][CH:23]=1, predict the reactants needed to synthesize it. The reactants are: [CH2:1]([O:8][C:9]1[CH:18]=[CH:17][CH:16]=[C:15]2[C:10]=1[CH2:11][CH2:12][CH2:13][CH:14]2[C:19]([OH:21])=[O:20])[C:2]1[CH:7]=[CH:6][CH:5]=[CH:4][CH:3]=1.[C:22]1([C@H:28]([NH2:30])[CH3:29])[CH:27]=[CH:26][CH:25]=[CH:24][CH:23]=1.